From a dataset of Full USPTO retrosynthesis dataset with 1.9M reactions from patents (1976-2016). Predict the reactants needed to synthesize the given product. (1) Given the product [CH3:33][O:34][CH2:35][CH2:36][CH2:37][C:56]([O:20][CH2:19][C@H:17]1[O:16][N:15]=[C:14]([C:11]2[CH:12]=[CH:13][C:8]([C:7]3[CH:6]=[CH:5][C:4]([N:21]4[CH2:25][C@H:24]([CH2:26][N:27]5[CH:31]=[CH:30][N:29]=[N:28]5)[O:23][C:22]4=[O:32])=[CH:3][C:2]=3[F:1])=[CH:9][N:10]=2)[CH2:18]1)=[O:57], predict the reactants needed to synthesize it. The reactants are: [F:1][C:2]1[CH:3]=[C:4]([N:21]2[CH2:25][C@H:24]([CH2:26][N:27]3[CH:31]=[CH:30][N:29]=[N:28]3)[O:23][C:22]2=[O:32])[CH:5]=[CH:6][C:7]=1[C:8]1[CH:9]=[N:10][C:11]([C:14]2[CH2:18][C@@H:17]([CH2:19][OH:20])[O:16][N:15]=2)=[CH:12][CH:13]=1.[CH3:33][O:34][CH2:35][CH2:36][C:37](O)=O.Cl.CN(C)CCCN=C=NCC.ClCCl.C[CH2:56][O:57]CC. (2) Given the product [CH3:34][N:2]([CH3:1])[C:3]([C:5]1[N:6]=[C:7]([CH:10]([CH2:16][C:17]2[CH:22]=[CH:21][C:20]([O:23][CH2:24][CH2:25][C:26]3[CH:31]=[CH:30][CH:29]=[C:28]([NH:32][CH3:33])[N:27]=3)=[CH:19][CH:18]=2)[CH2:11][C:12]([OH:14])=[O:13])[O:8][CH:9]=1)=[O:4], predict the reactants needed to synthesize it. The reactants are: [CH3:1][N:2]([CH3:34])[C:3]([C:5]1[N:6]=[C:7]([CH:10]([CH2:16][C:17]2[CH:22]=[CH:21][C:20]([O:23][CH2:24][CH2:25][C:26]3[CH:31]=[CH:30][CH:29]=[C:28]([NH:32][CH3:33])[N:27]=3)=[CH:19][CH:18]=2)[CH2:11][C:12]([O:14]C)=[O:13])[O:8][CH:9]=1)=[O:4].C(OC(C1N=C(C(CC2C=CC(OCCC3C=CC=C(NC)N=3)=CC=2)CC(OC)=O)OC=1)=O)C1C=CC=CC=1. (3) Given the product [CH:34]1([NH:37][C:3](=[O:4])[CH:2]([OH:1])[CH:6]([NH:14][C:15](=[O:33])[C:16]2[CH:21]=[CH:20][CH:19]=[N:18][C:17]=2[C:22]2[N:23]=[C:24]([C:27]3[CH:28]=[CH:29][CH:30]=[CH:31][CH:32]=3)[S:25][CH:26]=2)[CH2:7][C:8]2[CH:13]=[CH:12][CH:11]=[CH:10][CH:9]=2)[CH2:36][CH2:35]1, predict the reactants needed to synthesize it. The reactants are: [OH:1][CH:2]([CH:6]([NH:14][C:15](=[O:33])[C:16]1[CH:21]=[CH:20][CH:19]=[N:18][C:17]=1[C:22]1[N:23]=[C:24]([C:27]2[CH:32]=[CH:31][CH:30]=[CH:29][CH:28]=2)[S:25][CH:26]=1)[CH2:7][C:8]1[CH:13]=[CH:12][CH:11]=[CH:10][CH:9]=1)[C:3](O)=[O:4].[CH:34]1([NH2:37])[CH2:36][CH2:35]1.ClCCl.CCN(C(C)C)C(C)C.